Dataset: NCI-60 drug combinations with 297,098 pairs across 59 cell lines. Task: Regression. Given two drug SMILES strings and cell line genomic features, predict the synergy score measuring deviation from expected non-interaction effect. (1) Drug 1: CCC1=CC2CC(C3=C(CN(C2)C1)C4=CC=CC=C4N3)(C5=C(C=C6C(=C5)C78CCN9C7C(C=CC9)(C(C(C8N6C)(C(=O)OC)O)OC(=O)C)CC)OC)C(=O)OC.C(C(C(=O)O)O)(C(=O)O)O. Drug 2: CC1=C(C(=CC=C1)Cl)NC(=O)C2=CN=C(S2)NC3=CC(=NC(=N3)C)N4CCN(CC4)CCO. Cell line: SF-539. Synergy scores: CSS=45.6, Synergy_ZIP=-0.748, Synergy_Bliss=0.710, Synergy_Loewe=-8.52, Synergy_HSA=1.66. (2) Drug 1: CCC1(CC2CC(C3=C(CCN(C2)C1)C4=CC=CC=C4N3)(C5=C(C=C6C(=C5)C78CCN9C7C(C=CC9)(C(C(C8N6C=O)(C(=O)OC)O)OC(=O)C)CC)OC)C(=O)OC)O.OS(=O)(=O)O. Drug 2: CC1=C(C=C(C=C1)NC(=O)C2=CC=C(C=C2)CN3CCN(CC3)C)NC4=NC=CC(=N4)C5=CN=CC=C5. Cell line: NCI-H460. Synergy scores: CSS=-0.345, Synergy_ZIP=0.871, Synergy_Bliss=0.388, Synergy_Loewe=-0.162, Synergy_HSA=-1.01. (3) Drug 1: C1CC(C1)(C(=O)O)C(=O)O.[NH2-].[NH2-].[Pt+2]. Drug 2: CC1C(C(CC(O1)OC2CC(CC3=C2C(=C4C(=C3O)C(=O)C5=CC=CC=C5C4=O)O)(C(=O)C)O)N)O. Cell line: K-562. Synergy scores: CSS=25.5, Synergy_ZIP=-3.71, Synergy_Bliss=-5.95, Synergy_Loewe=-17.2, Synergy_HSA=-4.34. (4) Drug 1: CC(CN1CC(=O)NC(=O)C1)N2CC(=O)NC(=O)C2. Drug 2: CCN(CC)CCCC(C)NC1=C2C=C(C=CC2=NC3=C1C=CC(=C3)Cl)OC. Cell line: SK-MEL-2. Synergy scores: CSS=34.0, Synergy_ZIP=-9.16, Synergy_Bliss=1.19, Synergy_Loewe=3.04, Synergy_HSA=3.29. (5) Drug 1: C1CCC(CC1)NC(=O)N(CCCl)N=O. Drug 2: C1=C(C(=O)NC(=O)N1)N(CCCl)CCCl. Cell line: HOP-62. Synergy scores: CSS=39.9, Synergy_ZIP=-1.93, Synergy_Bliss=1.95, Synergy_Loewe=-12.6, Synergy_HSA=0.548. (6) Cell line: SR. Drug 2: C(CC(=O)O)C(=O)CN.Cl. Drug 1: CCC1=C2CN3C(=CC4=C(C3=O)COC(=O)C4(CC)O)C2=NC5=C1C=C(C=C5)O. Synergy scores: CSS=69.2, Synergy_ZIP=1.48, Synergy_Bliss=3.67, Synergy_Loewe=-6.52, Synergy_HSA=4.09.